From a dataset of Full USPTO retrosynthesis dataset with 1.9M reactions from patents (1976-2016). Predict the reactants needed to synthesize the given product. Given the product [Cl:17][CH2:13][CH2:12][C:11]([C:7]1[CH:6]=[CH:5][C:4]([CH2:9][CH3:10])=[C:3]([CH2:1][CH3:2])[CH:8]=1)=[O:14], predict the reactants needed to synthesize it. The reactants are: [CH2:1]([C:3]1[CH:8]=[CH:7][CH:6]=[CH:5][C:4]=1[CH2:9][CH3:10])[CH3:2].[C:11](Cl)(=[O:14])[CH2:12][CH3:13].[Al+3].[Cl-:17].[Cl-].[Cl-].S(=O)(=O)(O)O.